From a dataset of Forward reaction prediction with 1.9M reactions from USPTO patents (1976-2016). Predict the product of the given reaction. (1) Given the reactants [Cl:1][C:2]1[C:10]2[O:9][C:8]([C:11]([OH:13])=O)=[C:7]([CH3:14])[C:6]=2[CH:5]=[CH:4][CH:3]=1.C(Cl)(=O)C(Cl)=O.[C:21]([O:25][C:26](=[O:43])[CH2:27][C:28]1[C:29]([CH3:42])=[N:30][N:31]([CH2:34][C:35]2[CH:40]=[CH:39][C:38]([NH2:41])=[CH:37][CH:36]=2)[C:32]=1[CH3:33])([CH3:24])([CH3:23])[CH3:22].C1(C)C(S([O-])(=O)=O)=CC=CC=1.C(N(C(C)C)CC)(C)C, predict the reaction product. The product is: [C:21]([O:25][C:26](=[O:43])[CH2:27][C:28]1[C:29]([CH3:42])=[N:30][N:31]([CH2:34][C:35]2[CH:36]=[CH:37][C:38]([NH:41][C:11]([C:8]3[O:9][C:10]4[C:2]([Cl:1])=[CH:3][CH:4]=[CH:5][C:6]=4[C:7]=3[CH3:14])=[O:13])=[CH:39][CH:40]=2)[C:32]=1[CH3:33])([CH3:24])([CH3:23])[CH3:22]. (2) The product is: [CH2:25]([O:24][C:22]([CH2:21][C:9]1[C:8]([CH3:27])=[C:7]2[C:12](=[C:11]([NH:13][C:14](=[O:19])[C:15]([CH3:17])([CH3:16])[CH3:18])[C:10]=1[CH3:20])[NH:4][CH2:5][CH2:6]2)=[O:23])[CH3:26]. Given the reactants C([N:4]1[C:12]2[C:7](=[C:8]([CH3:27])[C:9]([CH2:21][C:22]([O:24][CH2:25][CH3:26])=[O:23])=[C:10]([CH3:20])[C:11]=2[NH:13][C:14](=[O:19])[C:15]([CH3:18])([CH3:17])[CH3:16])[CH2:6][CH2:5]1)(=O)C.[O-]CC.[Na+].S(=O)(=O)(O)O.[OH-].[Na+], predict the reaction product. (3) Given the reactants C(O)(=O)C(O)=O.[C:7]1([CH2:13][N:14]([C@@H:22]([CH2:31][C:32]2[CH:37]=[CH:36][CH:35]=[CH:34][CH:33]=2)[C@H:23]([OH:30])[CH2:24][NH:25][CH2:26][CH:27]([CH3:29])[CH3:28])[CH2:15][C:16]2[CH:21]=[CH:20][CH:19]=[CH:18][CH:17]=2)[CH:12]=[CH:11][CH:10]=[CH:9][CH:8]=1.C(=O)([O-])[O-].[K+].[K+].[O:44]1[C:48]2[CH:49]=[CH:50][C:51]([S:53](Cl)(=[O:55])=[O:54])=[CH:52][C:47]=2[O:46][CH2:45]1.C(OCC)(=O)C, predict the reaction product. The product is: [O:44]1[C:48]2[CH:49]=[CH:50][C:51]([S:53]([N:25]([CH2:24][C@@H:23]([OH:30])[C@@H:22]([N:14]([CH2:15][C:16]3[CH:21]=[CH:20][CH:19]=[CH:18][CH:17]=3)[CH2:13][C:7]3[CH:8]=[CH:9][CH:10]=[CH:11][CH:12]=3)[CH2:31][C:32]3[CH:37]=[CH:36][CH:35]=[CH:34][CH:33]=3)[CH2:26][CH:27]([CH3:29])[CH3:28])(=[O:54])=[O:55])=[CH:52][C:47]=2[O:46][CH2:45]1. (4) Given the reactants [Li+].[Br-].[BH4-].[Na+].[O:5]=[C:6]1[CH2:14][C:13]2[C:8](=[CH:9][CH:10]=[C:11]([CH2:15][C:16](OCC)=[O:17])[CH:12]=2)[NH:7]1.B(OC)(OC)OC.[Na+].[Cl-], predict the reaction product. The product is: [OH:17][CH2:16][CH2:15][C:11]1[CH:12]=[C:13]2[C:8](=[CH:9][CH:10]=1)[NH:7][C:6](=[O:5])[CH2:14]2. (5) The product is: [Cl:14][C:13]([Cl:16])([Cl:15])[CH2:12][O:6][C:5](=[O:7])[C:4]1[CH:8]=[CH:9][CH:10]=[CH:11][C:3]=1[CH2:2][Br:1]. Given the reactants [Br:1][CH2:2][C:3]1[CH:11]=[CH:10][CH:9]=[CH:8][C:4]=1[C:5]([OH:7])=[O:6].[CH2:12](O)[C:13]([Cl:16])([Cl:15])[Cl:14].O, predict the reaction product.